Predict the product of the given reaction. From a dataset of Forward reaction prediction with 1.9M reactions from USPTO patents (1976-2016). Given the reactants [C:1]([S:5][C:6]1[CH:14]=[CH:13][C:9]([C:10]([OH:12])=[O:11])=[CH:8][CH:7]=1)([CH3:4])([CH3:3])[CH3:2].O.[OH:16]OS([O-])=O.[K+], predict the reaction product. The product is: [C:1]([S:5]([C:6]1[CH:14]=[CH:13][C:9]([C:10]([OH:12])=[O:11])=[CH:8][CH:7]=1)=[O:16])([CH3:4])([CH3:2])[CH3:3].